From a dataset of Catalyst prediction with 721,799 reactions and 888 catalyst types from USPTO. Predict which catalyst facilitates the given reaction. (1) Reactant: C[C:2]1[N:3]=[C:4]([NH:20][C:21]([N:23]2[CH:27]=[CH:26]N=C2)=[O:22])[S:5][C:6]=1[C:7]1[N:8]=[C:9]([C:12]([N:14]2[CH2:19][CH2:18][O:17][CH2:16][CH2:15]2)=[O:13])[S:10][CH:11]=1.NCC[C:31]([OH:33])=[O:32].[CH2:34](N(CC)CC)C. Product: [CH3:34][C:7]1([C:6]2[S:5][C:4]([NH:20][C:21]([NH:23][CH2:27][CH2:26][C:31]([OH:33])=[O:32])=[O:22])=[N:3][CH:2]=2)[CH2:11][S:10][C:9]([C:12]([N:14]2[CH2:19][CH2:18][O:17][CH2:16][CH2:15]2)=[O:13])=[N:8]1. The catalyst class is: 3. (2) Reactant: [C:1]([O:5][C:6](=[O:43])[N:7]([C:16]1[CH:21]=[CH:20][C:19]([CH:22]([C:24]2[C:32]3[C:27](=[N:28][CH:29]=[C:30]([Cl:33])[CH:31]=3)[N:26]([S:34]([C:37]3[CH:42]=[CH:41][CH:40]=[CH:39][CH:38]=3)(=[O:36])=[O:35])[CH:25]=2)[OH:23])=[CH:18][N:17]=1)[CH2:8][C:9]1[CH:14]=[CH:13][CH:12]=[CH:11][C:10]=1[F:15])([CH3:4])([CH3:3])[CH3:2].CC(OI1(OC(C)=O)(OC(C)=O)OC(=O)C2C=CC=CC1=2)=O.C(=O)([O-])[O-].[K+].[K+]. Product: [C:1]([O:5][C:6](=[O:43])[N:7]([C:16]1[CH:21]=[CH:20][C:19]([C:22]([C:24]2[C:32]3[C:27](=[N:28][CH:29]=[C:30]([Cl:33])[CH:31]=3)[N:26]([S:34]([C:37]3[CH:42]=[CH:41][CH:40]=[CH:39][CH:38]=3)(=[O:35])=[O:36])[CH:25]=2)=[O:23])=[CH:18][N:17]=1)[CH2:8][C:9]1[CH:14]=[CH:13][CH:12]=[CH:11][C:10]=1[F:15])([CH3:4])([CH3:2])[CH3:3]. The catalyst class is: 4.